Dataset: Full USPTO retrosynthesis dataset with 1.9M reactions from patents (1976-2016). Task: Predict the reactants needed to synthesize the given product. (1) Given the product [NH2:20][C:21]1[CH:28]=[C:27]([O:9][CH2:8][CH:5]2[CH2:6][CH2:7][N:2]([CH3:1])[CH2:3][CH2:4]2)[C:24]([C:25]#[N:26])=[CH:23][N:22]=1, predict the reactants needed to synthesize it. The reactants are: [CH3:1][N:2]1[CH2:7][CH2:6][CH:5]([CH2:8][OH:9])[CH2:4][CH2:3]1.C[Si]([N-][Si](C)(C)C)(C)C.[K+].[NH2:20][C:21]1[CH:28]=[C:27](F)[C:24]([C:25]#[N:26])=[CH:23][N:22]=1. (2) Given the product [CH2:19]([N:4]1[C:5]([C:7]([O:9][CH2:10][CH3:11])=[O:8])=[CH:6][C:2]([CH3:1])=[N:3]1)[CH:20]([CH3:22])[CH3:21], predict the reactants needed to synthesize it. The reactants are: [CH3:1][C:2]1[CH:6]=[C:5]([C:7]([O:9][CH2:10][CH3:11])=[O:8])[NH:4][N:3]=1.C([O-])([O-])=O.[K+].[K+].I[CH2:19][CH:20]([CH3:22])[CH3:21].